This data is from Reaction yield outcomes from USPTO patents with 853,638 reactions. The task is: Predict the reaction yield, written as a fraction of the theoretical maximum amount of product (1.0 means a 100% yield; for example, 0.34 means a 34% yield). (1) The reactants are [C:1]1([CH:7](O)[CH2:8][CH2:9][C:10]2[CH:15]=[CH:14][CH:13]=[CH:12][CH:11]=2)[CH:6]=[CH:5][CH:4]=[CH:3][CH:2]=1.CC(C)=[O:19].OS(O)(=O)=O.O=[Cr](=O)=O. The catalyst is CC(C)=O. The product is [C:1]1([CH2:7][C:8](=[O:19])[CH2:9][C:10]2[CH:15]=[CH:14][CH:13]=[CH:12][CH:11]=2)[CH:6]=[CH:5][CH:4]=[CH:3][CH:2]=1. The yield is 0.860. (2) The yield is 0.370. The reactants are [C:1]([NH:9][C:10]1[S:11][CH2:12][CH:13]2[CH2:18][N:17]([C:19]([O:21][CH2:22][C:23]3[CH:28]=[CH:27][CH:26]=[CH:25][CH:24]=3)=[O:20])[CH2:16][C:14]2([C:29]2[CH:34]=[CH:33][CH:32]=[CH:31][CH:30]=2)[N:15]=1)(=[O:8])[C:2]1[CH:7]=[CH:6][CH:5]=[CH:4][CH:3]=1.CO.C(#N)C.CN(C)CC. The catalyst is C(=O)=O. The product is [C:1]([NH:9][C:10]1[S:11][CH2:12][C@@H:13]2[CH2:18][N:17]([C:19]([O:21][CH2:22][C:23]3[CH:24]=[CH:25][CH:26]=[CH:27][CH:28]=3)=[O:20])[CH2:16][C@:14]2([C:29]2[CH:34]=[CH:33][CH:32]=[CH:31][CH:30]=2)[N:15]=1)(=[O:8])[C:2]1[CH:3]=[CH:4][CH:5]=[CH:6][CH:7]=1. (3) The reactants are Cl.[CH3:2][O:3][C:4]1[CH:5]=[C:6]([NH:10][NH2:11])[CH:7]=[CH:8][CH:9]=1.[C:12]([CH2:18][C:19]#[N:20])(=O)[C:13]([CH3:16])([CH3:15])[CH3:14]. The catalyst is C1(C)C=CC=CC=1. The product is [C:13]([C:12]1[CH:18]=[C:19]([NH2:20])[N:10]([C:6]2[CH:7]=[CH:8][CH:9]=[C:4]([O:3][CH3:2])[CH:5]=2)[N:11]=1)([CH3:16])([CH3:15])[CH3:14]. The yield is 0.890. (4) The reactants are O1[C:5]2([CH2:10][CH2:9][CH:8]([N:11]3[CH:15]=[C:14]([I:16])[CH:13]=[N:12]3)[CH2:7][CH2:6]2)[O:4]CC1.C1(C)C=CC(S([O-])(=O)=O)=CC=1.[NH+]1C=CC=CC=1. The catalyst is CC(C)=O.O.CCOC(C)=O. The product is [I:16][C:14]1[CH:13]=[N:12][N:11]([CH:8]2[CH2:7][CH2:6][C:5](=[O:4])[CH2:10][CH2:9]2)[CH:15]=1. The yield is 0.960. (5) The reactants are N#N.[I:3][C:4]1[NH:8][C:7]([CH3:9])=[N:6][CH:5]=1.[C:10](O[C:10]([O:12][C:13]([CH3:16])([CH3:15])[CH3:14])=[O:11])([O:12][C:13]([CH3:16])([CH3:15])[CH3:14])=[O:11].CCN(CC)CC. The catalyst is CN(C1C=CN=CC=1)C.O.C(Cl)Cl. The product is [I:3][C:4]1[N:8]([C:10]([O:12][C:13]([CH3:16])([CH3:15])[CH3:14])=[O:11])[C:7]([CH3:9])=[N:6][CH:5]=1. The yield is 0.830.